Predict the reactants needed to synthesize the given product. From a dataset of Full USPTO retrosynthesis dataset with 1.9M reactions from patents (1976-2016). (1) Given the product [Cl:19][C:16]1[CH:15]=[CH:14][C:13]([CH:11]2[CH2:12][NH:8][CH2:9][CH:10]2[N:20]([CH3:35])[C:21](=[O:34])[C:22]2[CH:27]=[CH:26][C:25]([O:28][CH3:29])=[C:24]([C:30]([F:31])([F:32])[F:33])[CH:23]=2)=[CH:18][CH:17]=1, predict the reactants needed to synthesize it. The reactants are: C([N:8]1[CH2:12][CH:11]([C:13]2[CH:18]=[CH:17][C:16]([Cl:19])=[CH:15][CH:14]=2)[CH:10]([N:20]([CH3:35])[C:21](=[O:34])[C:22]2[CH:27]=[CH:26][C:25]([O:28][CH3:29])=[C:24]([C:30]([F:33])([F:32])[F:31])[CH:23]=2)[CH2:9]1)C1C=CC=CC=1.C(N(CC)C(C)C)(C)C.ClC(OC(Cl)C)=O. (2) Given the product [CH2:1]([N:5]([CH2:45][CH2:46][CH2:47][CH3:48])[C:6]([C:8]1[N:9]=[C:10]([C:21]2[CH:30]=[CH:29][C:24]([C:25]([O:27][CH3:28])=[O:26])=[CH:23][C:22]=2[C:31]([N:33]2[C@H:42]([CH2:43][OH:44])[CH2:41][C:40]3[C:35](=[CH:36][CH:37]=[CH:38][CH:39]=3)[CH2:34]2)=[O:32])[N:11]([CH2:13][CH2:14][CH2:63][C:64]2[CH:69]=[CH:68][CH:67]=[CH:66][CH:65]=2)[CH:12]=1)=[O:7])[CH2:2][CH2:3][CH3:4], predict the reactants needed to synthesize it. The reactants are: [CH2:1]([N:5]([CH2:45][CH2:46][CH2:47][CH3:48])[C:6]([C:8]1[N:9]=[C:10]([C:21]2[CH:30]=[CH:29][C:24]([C:25]([O:27][CH3:28])=[O:26])=[CH:23][C:22]=2[C:31]([N:33]2[C@H:42]([CH2:43][OH:44])[CH2:41][C:40]3[C:35](=[CH:36][CH:37]=[CH:38][CH:39]=3)[CH2:34]2)=[O:32])[N:11]([CH2:13][CH2:14]C2C=CC=CC=2)[CH:12]=1)=[O:7])[CH2:2][CH2:3][CH3:4].C(N(CCCC)C(C1N=[C:63]([C:64]2[CH:69]=[CH:68][C:67](C(OC)=O)=[CH:66][C:65]=2C(O)=O)N(CC[CH2:63][C:64]2[CH:69]=[CH:68][CH:67]=[CH:66][CH:65]=2)C=1)=O)CCC. (3) Given the product [Cl:1][C:2]1[CH:7]=[C:6]([C:13]2[CH:14]=[CH:15][C:10]([F:9])=[CH:11][C:12]=2[O:19][CH3:20])[N:5]=[CH:4][N:3]=1, predict the reactants needed to synthesize it. The reactants are: [Cl:1][C:2]1[CH:7]=[C:6](Cl)[N:5]=[CH:4][N:3]=1.[F:9][C:10]1[CH:15]=[CH:14][C:13](B(O)O)=[C:12]([O:19][CH3:20])[CH:11]=1.C(=O)([O-])[O-].[K+].[K+].COCCOC. (4) Given the product [CH2:21]([S:23]([C:26]1[CH:31]=[CH:30][C:29]([CH2:32][C:33]([NH:35][C:2]2[CH:3]=[C:4]3[CH2:10][N:9]([C:11]([O:13][C:14]([CH3:17])([CH3:16])[CH3:15])=[O:12])[C@@H:8]([CH:18]([CH3:20])[CH3:19])[C:5]3=[N:6][CH:7]=2)=[O:34])=[CH:28][CH:27]=1)(=[O:25])=[O:24])[CH3:22], predict the reactants needed to synthesize it. The reactants are: Cl[C:2]1[CH:3]=[C:4]2[CH2:10][N:9]([C:11]([O:13][C:14]([CH3:17])([CH3:16])[CH3:15])=[O:12])[C@@H:8]([CH:18]([CH3:20])[CH3:19])[C:5]2=[N:6][CH:7]=1.[CH2:21]([S:23]([C:26]1[CH:31]=[CH:30][C:29]([CH2:32][C:33]([NH2:35])=[O:34])=[CH:28][CH:27]=1)(=[O:25])=[O:24])[CH3:22].P([O-])([O-])([O-])=O.[K+].[K+].[K+]. (5) Given the product [CH3:13][C:4]1([C:7]([O:9][CH2:10][CH3:11])=[O:8])[CH2:5][CH2:6][O:1][CH2:2][CH2:3]1, predict the reactants needed to synthesize it. The reactants are: [O:1]1[CH2:6][CH2:5][CH:4]([C:7]([O:9][CH2:10][CH3:11])=[O:8])[CH2:3][CH2:2]1.[Li+].[CH3:13]C([N-]C(C)C)C.CI. (6) Given the product [Br:1][C:2]1[CH:7]=[CH:6][CH:5]=[CH:4][C:3]=1[O:8][CH:16]([CH3:18])[CH3:17], predict the reactants needed to synthesize it. The reactants are: [Br:1][C:2]1[CH:7]=[CH:6][CH:5]=[CH:4][C:3]=1[OH:8].C(=O)([O-])[O-].[K+].[K+].Br[CH:16]([CH3:18])[CH3:17]. (7) Given the product [CH:2]1([CH2:1][O:7][C:8]2[N:13]=[C:12]([O:41][CH:38]([CH3:40])[CH3:39])[C:11]([C:18]3[CH:23]=[CH:22][C:21]([Cl:24])=[CH:20][CH:19]=3)=[C:10]([C:25]3[CH:30]=[CH:29][C:28]([Cl:31])=[CH:27][C:26]=3[Cl:32])[N:9]=2)[CH2:33][CH2:6][CH2:5][CH2:4][CH2:3]1, predict the reactants needed to synthesize it. The reactants are: [CH:1]1([O:7][C:8]2[N:13]=[C:12](S(C)(=O)=O)[C:11]([C:18]3[CH:23]=[CH:22][C:21]([Cl:24])=[CH:20][CH:19]=3)=[C:10]([C:25]3[CH:30]=[CH:29][C:28]([Cl:31])=[CH:27][C:26]=3[Cl:32])[N:9]=2)[CH2:6][CH2:5][CH2:4][CH2:3][CH2:2]1.[CH2:33]([Li])CCC.[CH:38]([OH:41])([CH3:40])[CH3:39]. (8) The reactants are: [F:1][C:2]1[CH:3]=[C:4]([CH:7]=[CH:8][CH:9]=1)[CH:5]=O.[CH3:10][O:11][C:12]1[CH:13]=[C:14]([CH:18]=[CH:19][C:20]=1[O:21][CH3:22])[CH2:15][C:16]#[N:17]. Given the product [CH3:10][O:11][C:12]1[CH:13]=[C:14](/[C:15](=[CH:5]/[C:4]2[CH:7]=[CH:8][CH:9]=[C:2]([F:1])[CH:3]=2)/[C:16]#[N:17])[CH:18]=[CH:19][C:20]=1[O:21][CH3:22], predict the reactants needed to synthesize it. (9) Given the product [CH:22]1([C:2]2[C:3]([N+:13]([O-:15])=[O:14])=[CH:4][C:5]([N+:10]([O-:12])=[O:11])=[C:6]([CH:9]=2)[CH:7]=[O:8])[CH2:24][CH2:23]1, predict the reactants needed to synthesize it. The reactants are: Br[C:2]1[C:3]([N+:13]([O-:15])=[O:14])=[CH:4][C:5]([N+:10]([O-:12])=[O:11])=[C:6]([CH:9]=1)[CH:7]=[O:8].C(=O)([O-])[O-].[Na+].[Na+].[CH:22]1(B(O)O)[CH2:24][CH2:23]1. (10) Given the product [Br:1][C:2]1[CH:3]=[C:4]([C:8]2[S:30][C:11]3[CH2:12][C:13]([CH3:18])([CH3:17])[CH2:14][C:15](=[O:16])[C:10]=3[CH:9]=2)[CH:5]=[CH:6][CH:7]=1, predict the reactants needed to synthesize it. The reactants are: [Br:1][C:2]1[CH:3]=[C:4]([C:8](=O)[CH2:9][CH:10]2[C:15](=[O:16])[CH2:14][C:13]([CH3:18])([CH3:17])[CH2:12][C:11]2=O)[CH:5]=[CH:6][CH:7]=1.COC1C=CC(P2(=S)SP(=S)(C3C=CC(OC)=CC=3)[S:30]2)=CC=1.